Dataset: Full USPTO retrosynthesis dataset with 1.9M reactions from patents (1976-2016). Task: Predict the reactants needed to synthesize the given product. (1) The reactants are: C([O:4][C:5]1[CH:13]=[CH:12][C:8]2[CH2:9][S:10][CH2:11][C:7]=2[CH:6]=1)C=C.[BH4-].[Na+]. Given the product [CH2:9]1[C:8]2[CH:12]=[CH:13][C:5]([OH:4])=[CH:6][C:7]=2[CH2:11][S:10]1, predict the reactants needed to synthesize it. (2) Given the product [Cl:1][C:2]1[CH:3]=[CH:4][C:5]([NH:8][C:9]([NH:11][C:12]2[CH:17]=[CH:16][C:15]([O:18][CH2:45][CH2:46][N:47]3[CH2:51][CH2:50][CH2:49][CH2:48]3)=[C:14]([C:19]3[N:20]([CH3:24])[N:21]=[CH:22][CH:23]=3)[CH:13]=2)=[O:10])=[CH:6][CH:7]=1, predict the reactants needed to synthesize it. The reactants are: [Cl:1][C:2]1[CH:7]=[CH:6][C:5]([NH:8][C:9]([NH:11][C:12]2[CH:17]=[CH:16][C:15]([OH:18])=[C:14]([C:19]3[N:20]([CH3:24])[N:21]=[CH:22][CH:23]=3)[CH:13]=2)=[O:10])=[CH:4][CH:3]=1.C1(P(C2C=CC=CC=2)C2C=CC=CC=2)C=CC=CC=1.O[CH2:45][CH2:46][N:47]1[CH2:51][CH2:50][CH2:49][CH2:48]1.N(C(OC(C)C)=O)=NC(OC(C)C)=O. (3) Given the product [CH2:8]([O:7][P:5]([O:11][CH2:12][C:13]1[CH:30]=[CH:29][C:28]([C:31]#[N:32])=[CH:27][C:14]=1[C:15]([OH:17])=[O:16])([O:4][CH2:1][CH:2]=[CH2:3])=[O:6])[CH:9]=[CH2:10], predict the reactants needed to synthesize it. The reactants are: [CH2:1]([O:4][P:5]([O:11][CH2:12][C:13]1[CH:30]=[CH:29][C:28]([C:31]#[N:32])=[CH:27][C:14]=1[C:15]([O:17]CC1C=CC(OC)=CC=1)=[O:16])([O:7][CH2:8][CH:9]=[CH2:10])=[O:6])[CH:2]=[CH2:3].C1(OC)C=CC=CC=1.FC(F)(F)C(O)=O. (4) Given the product [CH3:1]/[CH:2]=[CH:3]/[CH:4]1[CH2:49][C@H:48]([OH:50])[C@H:6]([OH:66])[CH2:5]1, predict the reactants needed to synthesize it. The reactants are: [CH3:1][CH2:2][CH2:3][CH2:4][CH2:5][CH2:6]CN1C(C)=CS/C/1=C/C1SC=C(C)[N+]=1[CH2:1][CH2:2][CH2:3][CH2:4][CH2:5][CH2:6]C.[I-].[OH-].[Na+].C(ON(O[C:48](=[O:50])[CH3:49])CCN(OC(=O)C)OC(=O)C)(=O)C.[Na].[Na].[Na].[Na].C=CC1C=CC=CC=1.C(O)(=[O:66])C=C.CC(C(C(C(S)(C)C)(C)C)(C)C)C.C=CC=C.S(OOS([O-])(=O)=O)([O-])(=O)=O.[NH4+].[NH4+].[NH4+].[OH-]. (5) Given the product [C:1]1([CH2:7][C:8]([N:10]=[C:12]=[O:13])=[O:9])[CH:6]=[CH:5][CH:4]=[CH:3][CH:2]=1, predict the reactants needed to synthesize it. The reactants are: [C:1]1([CH2:7][C:8]([NH2:10])=[O:9])[CH:6]=[CH:5][CH:4]=[CH:3][CH:2]=1.C(Cl)(=O)[C:12](Cl)=[O:13]. (6) Given the product [N:11]1([C:14]2[N:19]=[C:18]([C:20]3[CH:24]=[CH:23][S:22][CH:21]=3)[N:17]=[CH:16][N:15]=2)[CH2:12][CH2:13][NH:8][CH2:9][CH2:10]1, predict the reactants needed to synthesize it. The reactants are: C(OC([N:8]1[CH2:13][CH2:12][N:11]([C:14]2[N:19]=[C:18]([C:20]3[CH:24]=[CH:23][S:22][CH:21]=3)[N:17]=[CH:16][N:15]=2)[CH2:10][CH2:9]1)=O)(C)(C)C.C(O)(C(F)(F)F)=O. (7) Given the product [F:39][C:36]([F:37])([F:38])[C:34]1[CH:35]=[C:30]([C:27]2[CH:28]=[CH:29][C:24]([C:20]3[O:21][C:22]([CH3:23])=[C:18]([CH2:17][CH2:16][O:15][C:12]4[CH:13]=[CH:14][C:9]([O:8][C:5]([CH3:6])([CH3:7])[C:4]([OH:44])=[O:3])=[CH:10][CH:11]=4)[N:19]=3)=[CH:25][CH:26]=2)[CH:31]=[C:32]([C:40]([F:43])([F:41])[F:42])[CH:33]=1, predict the reactants needed to synthesize it. The reactants are: C([O:3][C:4](=[O:44])[C:5]([O:8][C:9]1[CH:14]=[CH:13][C:12]([O:15][CH2:16][CH2:17][C:18]2[N:19]=[C:20]([C:24]3[CH:29]=[CH:28][C:27]([C:30]4[CH:35]=[C:34]([C:36]([F:39])([F:38])[F:37])[CH:33]=[C:32]([C:40]([F:43])([F:42])[F:41])[CH:31]=4)=[CH:26][CH:25]=3)[O:21][C:22]=2[CH3:23])=[CH:11][CH:10]=1)([CH3:7])[CH3:6])C.[OH-].[Na+].